Dataset: Forward reaction prediction with 1.9M reactions from USPTO patents (1976-2016). Task: Predict the product of the given reaction. Given the reactants C(N(CC)CC)C.[C:8]1([CH3:18])[CH:13]=[CH:12][C:11]([S:14](Cl)(=[O:16])=[O:15])=[CH:10][CH:9]=1.[OH:19][CH2:20][CH2:21][O:22][C:23]1[CH:30]=[CH:29][C:26]([CH:27]=[O:28])=[CH:25][CH:24]=1.C(=O)(O)[O-].[Na+], predict the reaction product. The product is: [CH3:18][C:8]1[CH:13]=[CH:12][C:11]([S:14]([O:19][CH2:20][CH2:21][O:22][C:23]2[CH:30]=[CH:29][C:26]([CH:27]=[O:28])=[CH:25][CH:24]=2)(=[O:16])=[O:15])=[CH:10][CH:9]=1.